From a dataset of Peptide-MHC class II binding affinity with 134,281 pairs from IEDB. Regression. Given a peptide amino acid sequence and an MHC pseudo amino acid sequence, predict their binding affinity value. This is MHC class II binding data. The peptide sequence is SGLFQLIFFLTLAGR. The MHC is DRB1_1501 with pseudo-sequence DRB1_1501. The binding affinity (normalized) is 0.397.